Predict which catalyst facilitates the given reaction. From a dataset of Catalyst prediction with 721,799 reactions and 888 catalyst types from USPTO. (1) Reactant: [N-:1]=[N+:2]=[N-:3].[Na+].[CH2:5]([O:12][C:13]([N:15]1[CH2:19][CH:18]=[CH:17][C@H:16]1[CH2:20]OS(C)(=O)=O)=[O:14])[C:6]1[CH:11]=[CH:10][CH:9]=[CH:8][CH:7]=1. Product: [CH2:5]([O:12][C:13]([N:15]1[CH2:19][CH:18]=[CH:17][C@H:16]1[CH2:20][N:1]=[N+:2]=[N-:3])=[O:14])[C:6]1[CH:7]=[CH:8][CH:9]=[CH:10][CH:11]=1. The catalyst class is: 3. (2) Reactant: [CH:1]1[CH:13]=[CH:12][CH:11]=[C:10]2[C:2]=1[C:3]1[CH:4]=[C:5]3[C:26]4[CH:25]=[CH:24][CH:23]=[CH:22][C:21]=4[NH:20][C:6]3=[C:7]([C:14]#[C:15][CH2:16][N:17]([CH3:19])[CH3:18])[C:8]=1[NH:9]2. Product: [CH:1]1[CH:13]=[CH:12][CH:11]=[C:10]2[C:2]=1[C:3]1[CH:4]=[C:5]3[C:26]4[CH:25]=[CH:24][CH:23]=[CH:22][C:21]=4[NH:20][C:6]3=[C:7]([CH2:14][CH2:15][CH2:16][N:17]([CH3:19])[CH3:18])[C:8]=1[NH:9]2. The catalyst class is: 43.